Dataset: Peptide-MHC class I binding affinity with 185,985 pairs from IEDB/IMGT. Task: Regression. Given a peptide amino acid sequence and an MHC pseudo amino acid sequence, predict their binding affinity value. This is MHC class I binding data. (1) The peptide sequence is MMIMIKFMGV. The MHC is HLA-A02:02 with pseudo-sequence HLA-A02:02. The binding affinity (normalized) is 0.728. (2) The binding affinity (normalized) is 0.314. The MHC is HLA-A02:06 with pseudo-sequence HLA-A02:06. The peptide sequence is VLEKKVCAIT. (3) The peptide sequence is NRYGVAYVY. The MHC is HLA-B58:01 with pseudo-sequence HLA-B58:01. The binding affinity (normalized) is 0.416. (4) The peptide sequence is RLMATKNIY. The MHC is HLA-B15:01 with pseudo-sequence HLA-B15:01. The binding affinity (normalized) is 0.545. (5) The peptide sequence is YSYATHHDK. The MHC is HLA-A31:01 with pseudo-sequence HLA-A31:01. The binding affinity (normalized) is 0.247. (6) The peptide sequence is KSCLPACVY. The MHC is HLA-A29:02 with pseudo-sequence HLA-A29:02. The binding affinity (normalized) is 0.149. (7) The peptide sequence is VYSFDESSF. The MHC is HLA-B58:01 with pseudo-sequence HLA-B58:01. The binding affinity (normalized) is 0.0847. (8) The peptide sequence is FRLMRTNFL. The MHC is HLA-B39:01 with pseudo-sequence HLA-B39:01. The binding affinity (normalized) is 0.577. (9) The peptide sequence is RVYKNYDPR. The MHC is HLA-B07:02 with pseudo-sequence HLA-B07:02. The binding affinity (normalized) is 0.0847.